From a dataset of Full USPTO retrosynthesis dataset with 1.9M reactions from patents (1976-2016). Predict the reactants needed to synthesize the given product. (1) Given the product [C:16]1([C@@H:10]2[NH:9][CH2:14][CH:13]3[C@:11]2([OH:15])[CH2:12]3)[CH:17]=[CH:18][CH:19]=[CH:20][CH:21]=1, predict the reactants needed to synthesize it. The reactants are: Cl.C([N:9]1[CH2:14][CH:13]2[C@:11]([OH:15])([CH2:12]2)[C@@H:10]1[C:16]1[CH:21]=[CH:20][CH:19]=[CH:18][CH:17]=1)C1C=CC=CC=1. (2) Given the product [F:1][C:2]1[C:20]([F:21])=[CH:19][CH:18]=[CH:17][C:3]=1[CH2:4][N:5]1[C:9]2[CH:10]=[N:11][C:12]([C:14]([NH:29][O:22][C:23]3[CH:28]=[CH:27][CH:26]=[CH:25][CH:24]=3)=[O:16])=[CH:13][C:8]=2[N:7]=[CH:6]1, predict the reactants needed to synthesize it. The reactants are: [F:1][C:2]1[C:20]([F:21])=[CH:19][CH:18]=[CH:17][C:3]=1[CH2:4][N:5]1[C:9]2[CH:10]=[N:11][C:12]([C:14]([OH:16])=O)=[CH:13][C:8]=2[N:7]=[CH:6]1.[O:22]([NH2:29])[C:23]1[CH:28]=[CH:27][CH:26]=[CH:25][CH:24]=1. (3) Given the product [CH:1]1([NH:4][C:5]([C@H:7]2[CH2:11][CH2:10][CH2:9][N:8]2[C:12]2[CH:13]=[CH:14][C:15]([NH:18][C:19]3[N:21]=[C:26]([C:28]4[N:32]([CH:33]([CH3:34])[CH3:35])[C:31]([CH3:36])=[N:30][CH:29]=4)[C:25]([F:37])=[CH:24][N:20]=3)=[CH:16][CH:17]=2)=[O:6])[CH2:3][CH2:2]1, predict the reactants needed to synthesize it. The reactants are: [CH:1]1([NH:4][C:5]([C@H:7]2[CH2:11][CH2:10][CH2:9][N:8]2[C:12]2[CH:17]=[CH:16][C:15]([NH:18][C:19]([NH2:21])=[NH:20])=[CH:14][CH:13]=2)=[O:6])[CH2:3][CH2:2]1.CN(C)/[CH:24]=[C:25](\[F:37])/[C:26]([C:28]1[N:32]([CH:33]([CH3:35])[CH3:34])[C:31]([CH3:36])=[N:30][CH:29]=1)=O. (4) Given the product [C:15]([O:14][C:12]([N:8]1[CH2:9][CH2:10][CH2:11][C@H:7]1[C:5]1[NH:6][C:2]([C:20]#[C:19][C:21]2[CH:22]=[CH:23][C:24]([B:27]([OH:29])[OH:28])=[CH:25][CH:26]=2)=[CH:3][N:4]=1)=[O:13])([CH3:18])([CH3:17])[CH3:16], predict the reactants needed to synthesize it. The reactants are: I[C:2]1[NH:6][C:5]([C@@H:7]2[CH2:11][CH2:10][CH2:9][N:8]2[C:12]([O:14][C:15]([CH3:18])([CH3:17])[CH3:16])=[O:13])=[N:4][CH:3]=1.[C:19]([C:21]1[CH:26]=[CH:25][C:24]([B:27]([OH:29])[OH:28])=[CH:23][CH:22]=1)#[CH:20].C(N(CC)CC)C. (5) Given the product [F:36][C:35]([F:38])([F:37])[C:33]([OH:39])=[O:34].[F:36][C:35]([F:38])([F:37])[C:33]([OH:39])=[O:34].[NH:1]1[CH:5]=[CH:4][N:3]=[C:2]1[CH2:6][N:25]1[CH2:24][C:23]2=[CH:22][N:21]([S:18]([C:12]3[CH:13]=[CH:14][CH:15]=[CH:16][CH:17]=3)(=[O:19])=[O:20])[C:31]3[C:32]2=[C:27]([CH:28]=[CH:29][CH:30]=3)[CH2:26]1, predict the reactants needed to synthesize it. The reactants are: [NH:1]1[CH:5]=[CH:4][N:3]=[C:2]1[CH:6]=O.CC(O)=O.[C:12]1([S:18]([N:21]2[C:31]3[C:32]4[C:23]([CH2:24][NH:25][CH2:26][C:27]=4[CH:28]=[CH:29][CH:30]=3)=[CH:22]2)(=[O:20])=[O:19])[CH:17]=[CH:16][CH:15]=[CH:14][CH:13]=1.[C:33]([OH:39])([C:35]([F:38])([F:37])[F:36])=[O:34].